This data is from Full USPTO retrosynthesis dataset with 1.9M reactions from patents (1976-2016). The task is: Predict the reactants needed to synthesize the given product. (1) Given the product [CH3:9][N:5]1[CH2:6][CH2:7][CH2:8][CH:3]([NH:2][C:19]2[CH2:23][S:22][C:21](=[O:24])[N:20]=2)[C:4]1=[O:10], predict the reactants needed to synthesize it. The reactants are: Cl.[NH2:2][CH:3]1[CH2:8][CH2:7][CH2:6][N:5]([CH3:9])[C:4]1=[O:10].C(N(CC)CC)C.S=[C:19]1[CH2:23][S:22][C:21](=[O:24])[NH:20]1. (2) Given the product [CH2:1]([C@H:4]1[CH2:9][C@H:8]([C:10]2[CH:15]=[CH:14][CH:13]=[C:12]([Cl:16])[CH:11]=2)[C@@H:7]([C:17]2[CH:18]=[CH:19][C:20]([Cl:23])=[CH:21][CH:22]=2)[N:6]([C@H:24]([CH2:32][CH3:33])[C:25]([OH:27])=[O:26])[C:5]1=[O:34])[CH:2]=[CH2:3], predict the reactants needed to synthesize it. The reactants are: [CH2:1]([C@@H:4]1[CH2:9][C@H:8]([C:10]2[CH:15]=[CH:14][CH:13]=[C:12]([Cl:16])[CH:11]=2)[C@@H:7]([C:17]2[CH:22]=[CH:21][C:20]([Cl:23])=[CH:19][CH:18]=2)[N:6]([C@@H:24]([CH2:32][CH3:33])[C:25]([O:27]C(C)(C)C)=[O:26])[C:5]1=[O:34])[CH:2]=[CH2:3].FC(F)(F)C(O)=O.